This data is from Full USPTO retrosynthesis dataset with 1.9M reactions from patents (1976-2016). The task is: Predict the reactants needed to synthesize the given product. (1) Given the product [I:8][C:9]1[C:10]([C:30]([F:36])([F:35])[C:31]([F:32])([F:33])[F:34])=[N:11][N:12]([CH2:14][C:15]2[CH:20]=[CH:19][C:18]([NH:21][CH3:22])=[C:17]([CH3:29])[CH:16]=2)[CH:13]=1, predict the reactants needed to synthesize it. The reactants are: FC(F)(F)C(O)=O.[I:8][C:9]1[C:10]([C:30]([F:36])([F:35])[C:31]([F:34])([F:33])[F:32])=[N:11][N:12]([CH2:14][C:15]2[CH:20]=[CH:19][C:18]([NH:21][C:22](=O)OC(C)(C)C)=[C:17]([CH3:29])[CH:16]=2)[CH:13]=1. (2) Given the product [Cl:21][C:22]1[CH:27]=[C:26]([Cl:28])[CH:25]=[CH:24][C:23]=1[C:2]1[C:3]2[CH2:13][N:12]([C:14]([O:16][C:17]([CH3:20])([CH3:19])[CH3:18])=[O:15])[CH2:11][CH2:10][C:4]=2[N:5]=[C:6]([S:8][CH3:9])[N:7]=1, predict the reactants needed to synthesize it. The reactants are: Cl[C:2]1[C:3]2[CH2:13][N:12]([C:14]([O:16][C:17]([CH3:20])([CH3:19])[CH3:18])=[O:15])[CH2:11][CH2:10][C:4]=2[N:5]=[C:6]([S:8][CH3:9])[N:7]=1.[Cl:21][C:22]1[CH:27]=[C:26]([Cl:28])[CH:25]=[CH:24][C:23]=1B(O)O.C(=O)([O-])[O-].[Na+].[Na+].C(O)C. (3) Given the product [NH2:20][C:17]1[CH:16]=[C:4]([CH:3]=[C:2]([Cl:1])[C:18]=1[CH3:19])[C:5]([NH:7][CH2:8][C:9]1[CH:14]=[CH:13][CH:12]=[C:11]([Cl:15])[CH:10]=1)=[O:6], predict the reactants needed to synthesize it. The reactants are: [Cl:1][C:2]1[CH:3]=[C:4]([CH:16]=[C:17]([N+:20]([O-])=O)[C:18]=1[CH3:19])[C:5]([NH:7][CH2:8][C:9]1[CH:14]=[CH:13][CH:12]=[C:11]([Cl:15])[CH:10]=1)=[O:6].[Sn](Cl)Cl.C(OCC)(=O)C.[OH-].[Na+]. (4) Given the product [N:5]1([CH2:4][CH2:3][O:27][N:26]=[C:13]([C:14]2[CH:19]=[CH:18][CH:17]=[CH:16][CH:15]=2)[C:20]2[CH:25]=[CH:24][CH:23]=[CH:22][CH:21]=2)[CH2:10][CH2:9][O:8][CH2:7][CH2:6]1, predict the reactants needed to synthesize it. The reactants are: Cl.Cl[CH2:3][CH2:4][N:5]1[CH2:10][CH2:9][O:8][CH2:7][CH2:6]1.[OH-].[K+].[C:13](=[N:26][OH:27])([C:20]1[CH:25]=[CH:24][CH:23]=[CH:22][CH:21]=1)[C:14]1[CH:19]=[CH:18][CH:17]=[CH:16][CH:15]=1. (5) Given the product [C:1]1(=[O:7])[CH2:6][CH2:5][CH2:4][CH2:3][CH2:2]1.[C:9]([OH:18])(=[O:19])[CH2:2][CH2:1][CH2:6][CH2:22][C:21]([OH:24])=[O:23].[C:9]([OH:18])(=[O:19])[CH2:6][CH2:1][CH2:22][C:21]([OH:24])=[O:23], predict the reactants needed to synthesize it. The reactants are: [CH2:1]1[CH2:6][CH2:5][CH2:4][CH2:3][CH2:2]1.[OH:7]N1C(=O)N(O)C(=O)N(O)[C:9]1=[O:18].[O:19]=O.[C:21]([OH:24])(=[O:23])[CH3:22]. (6) Given the product [ClH:21].[CH3:18][NH:19][CH:9]1[CH2:10][CH:11]2[C:7]([C:4]3[CH:5]=[CH:6][C:1]([CH3:14])=[CH:2][CH:3]=3)([CH2:12]2)[CH2:8]1.[ClH:21].[CH2:22]([O:23][CH2:1][CH3:2])[CH3:18], predict the reactants needed to synthesize it. The reactants are: [C:1]1([CH3:14])[CH:6]=[CH:5][C:4]([C:7]23[CH2:12][CH:11]2[CH2:10][C:9](=O)[CH2:8]3)=[CH:3][CH:2]=1.CN.[BH3-][C:18]#[N:19].[Na+].[ClH:21].[CH3:22][OH:23].